From a dataset of Reaction yield outcomes from USPTO patents with 853,638 reactions. Predict the reaction yield, written as a fraction of the theoretical maximum amount of product (1.0 means a 100% yield; for example, 0.34 means a 34% yield). (1) The reactants are [CH3:1][C:2]([CH3:35])([CH3:34])[CH2:3][S:4]([N:7]1[CH2:12][CH2:11][CH2:10][C@H:9]([NH:13][C:14]([NH:16][C:17]2[N:18]=[C:19]3[CH:25]=[CH:24][N:23](COCC[Si](C)(C)C)[C:20]3=[N:21][CH:22]=2)=[O:15])[CH2:8]1)(=[O:6])=[O:5].O.C(N)CN. The catalyst is Cl.C(O)(=O)C. The product is [CH3:1][C:2]([CH3:35])([CH3:34])[CH2:3][S:4]([N:7]1[CH2:12][CH2:11][CH2:10][C@H:9]([NH:13][C:14]([NH:16][C:17]2[N:18]=[C:19]3[CH:25]=[CH:24][NH:23][C:20]3=[N:21][CH:22]=2)=[O:15])[CH2:8]1)(=[O:5])=[O:6]. The yield is 0.740. (2) The reactants are [CH2:1]([C:5]1[N:9]([CH2:10][C:11]2[CH:16]=[CH:15][C:14]([C:17]3[C:18]([C:23]#[N:24])=[CH:19][CH:20]=[CH:21][CH:22]=3)=[CH:13][CH:12]=2)[C:8](=[O:25])[NH:7][N:6]=1)[CH2:2][CH2:3][CH3:4].CC(C)([O-])C.[K+].CN(C)C=O.Br[CH2:38][C:39](=[O:44])[C:40]([CH3:43])([CH3:42])[CH3:41]. The catalyst is C(OCC)(=O)C. The product is [CH2:1]([C:5]1[N:9]([CH2:10][C:11]2[CH:16]=[CH:15][C:14]([C:17]3[C:18]([C:23]#[N:24])=[CH:19][CH:20]=[CH:21][CH:22]=3)=[CH:13][CH:12]=2)[C:8](=[O:25])[N:7]([CH2:38][C:39](=[O:44])[C:40]([CH3:43])([CH3:42])[CH3:41])[N:6]=1)[CH2:2][CH2:3][CH3:4]. The yield is 0.920.